This data is from Reaction yield outcomes from USPTO patents with 853,638 reactions. The task is: Predict the reaction yield, written as a fraction of the theoretical maximum amount of product (1.0 means a 100% yield; for example, 0.34 means a 34% yield). The reactants are [O:1]=[C:2]1[C:10]2[C:5](=[CH:6][CH:7]=[CH:8][CH:9]=2)[C:4](=[O:11])[N:3]1[CH2:12][CH2:13][CH2:14][C:15]1[CH:16]=[C:17]([CH:20]=[CH:21][CH:22]=1)[CH:18]=O.[Br-].[C:24]1([C:50]2[CH:55]=[CH:54][CH:53]=[CH:52][CH:51]=2)[CH:29]=[CH:28][CH:27]=[CH:26][C:25]=1[CH2:30][P+](C1C=CC=CC=1)(C1C=CC=CC=1)C1C=CC=CC=1. No catalyst specified. The product is [C:24]1([C:50]2[CH:51]=[CH:52][CH:53]=[CH:54][CH:55]=2)[CH:29]=[CH:28][CH:27]=[CH:26][C:25]=1/[CH:30]=[CH:18]/[C:17]1[CH:16]=[C:15]([CH2:14][CH2:13][CH2:12][N:3]2[C:4](=[O:11])[C:5]3[C:10](=[CH:9][CH:8]=[CH:7][CH:6]=3)[C:2]2=[O:1])[CH:22]=[CH:21][CH:20]=1. The yield is 0.130.